Dataset: Catalyst prediction with 721,799 reactions and 888 catalyst types from USPTO. Task: Predict which catalyst facilitates the given reaction. (1) Product: [N+:1]([C:4]1[CH:5]=[C:6]2[C:11](=[CH:12][CH:13]=1)[N:10]([C:15]1[CH:20]=[CH:19][CH:18]=[CH:17][CH:16]=1)[C:9](=[O:14])[CH:8]=[N:7]2)([O-:3])=[O:2]. The catalyst class is: 732. Reactant: [N+:1]([C:4]1[CH:5]=[C:6]2[C:11](=[CH:12][CH:13]=1)[NH:10][C:9](=[O:14])[CH:8]=[N:7]2)([O-:3])=[O:2].[C:15]1(B(O)O)[CH:20]=[CH:19][CH:18]=[CH:17][CH:16]=1.N1C=CC=CC=1. (2) The catalyst class is: 2. Product: [CH3:19][S:20]([O:1][CH:2]1[CH2:10][CH2:9][CH:8]=[C:7]2[CH:3]1[CH2:4][O:5][C:6]2=[O:11])(=[O:22])=[O:21]. Reactant: [OH:1][CH:2]1[CH2:10][CH2:9][CH:8]=[C:7]2[CH:3]1[CH2:4][O:5][C:6]2=[O:11].C(N(CC)CC)C.[CH3:19][S:20](Cl)(=[O:22])=[O:21]. (3) Reactant: C([O:3][C:4]([C:6]1[N:10]2[CH2:11][CH2:12][N:13]([CH2:15][C:16]3[CH:21]=[CH:20][C:19]([C@@H:22]4[O:31][C:26]5=[N:27][CH:28]=[CH:29][CH:30]=[C:25]5[O:24][CH2:23]4)=[CH:18][CH:17]=3)[CH2:14][C:9]2=[N:8][N:7]=1)=O)C.[CH3:32][NH2:33]. Product: [CH3:32][NH:33][C:4]([C:6]1[N:10]2[CH2:11][CH2:12][N:13]([CH2:15][C:16]3[CH:21]=[CH:20][C:19]([C@@H:22]4[O:31][C:26]5=[N:27][CH:28]=[CH:29][CH:30]=[C:25]5[O:24][CH2:23]4)=[CH:18][CH:17]=3)[CH2:14][C:9]2=[N:8][N:7]=1)=[O:3]. The catalyst class is: 8. (4) Reactant: [Cl:1][C:2]1[CH:7]=[CH:6][C:5]([NH:8][CH:9]2[CH2:14][CH2:13][N:12]([C@H:15]([CH3:29])[CH2:16][CH2:17][NH:18][C:19]([C:21]3[C:22]([CH3:28])=[N:23][CH:24]=[N:25][C:26]=3[CH3:27])=[O:20])[CH2:11][CH2:10]2)=[CH:4][CH:3]=1.Br[CH2:31][C:32]1[CH:36]=[CH:35][S:34][CH:33]=1. Product: [Cl:1][C:2]1[CH:7]=[CH:6][C:5]([N:8]([CH2:31][C:32]2[CH:36]=[CH:35][S:34][CH:33]=2)[CH:9]2[CH2:10][CH2:11][N:12]([C@H:15]([CH3:29])[CH2:16][CH2:17][NH:18][C:19]([C:21]3[C:26]([CH3:27])=[N:25][CH:24]=[N:23][C:22]=3[CH3:28])=[O:20])[CH2:13][CH2:14]2)=[CH:4][CH:3]=1. The catalyst class is: 23. (5) Reactant: [Cl:1][C:2]1[CH:10]=[C:9]2[C:5](/[C:6](=[C:12](\[C:15]3[CH:20]=[CH:19][CH:18]=[C:17]([Cl:21])[CH:16]=3)/[C:13]#[N:14])/[C:7](=[O:11])[NH:8]2)=[CH:4][CH:3]=1.[C:22]([O:26][C:27](O[C:27]([O:26][C:22]([CH3:25])([CH3:24])[CH3:23])=[O:28])=[O:28])([CH3:25])([CH3:24])[CH3:23].C(N(CC)CC)C. Product: [C:22]([O:26][C:27]([N:8]1[C:9]2[C:5](=[CH:4][CH:3]=[C:2]([Cl:1])[CH:10]=2)/[C:6](=[C:12](\[C:15]2[CH:20]=[CH:19][CH:18]=[C:17]([Cl:21])[CH:16]=2)/[C:13]#[N:14])/[C:7]1=[O:11])=[O:28])([CH3:25])([CH3:24])[CH3:23]. The catalyst class is: 119.